This data is from Forward reaction prediction with 1.9M reactions from USPTO patents (1976-2016). The task is: Predict the product of the given reaction. Given the reactants CC1(C)C(C)(C)OB([C:9]2[CH:14]=[CH:13][C:12]([NH:15][C:16]([CH:18]3[CH2:20][CH2:19]3)=[O:17])=[CH:11][CH:10]=2)O1.[CH2:22]([O:29][C:30]([N:32]1[CH2:36][CH2:35][CH2:34][CH:33]1[C:37]1[CH:42]=[CH:41][C:40](Br)=[CH:39][CH:38]=1)=[O:31])[C:23]1[CH:28]=[CH:27][CH:26]=[CH:25][CH:24]=1.CN(C=O)C, predict the reaction product. The product is: [CH2:22]([O:29][C:30]([N:32]1[CH2:36][CH2:35][CH2:34][CH:33]1[C:37]1[CH:42]=[CH:41][C:40]([C:9]2[CH:10]=[CH:11][C:12]([NH:15][C:16]([CH:18]3[CH2:19][CH2:20]3)=[O:17])=[CH:13][CH:14]=2)=[CH:39][CH:38]=1)=[O:31])[C:23]1[CH:24]=[CH:25][CH:26]=[CH:27][CH:28]=1.